This data is from Catalyst prediction with 721,799 reactions and 888 catalyst types from USPTO. The task is: Predict which catalyst facilitates the given reaction. (1) Reactant: [F:1][C:2]1[CH:7]=[CH:6][C:5]([C:8]2[N:9]=[C:10]3[CH:15]=[CH:14][CH:13]=[N:12][N:11]3[C:16]=2[C:17]2[CH:22]=[CH:21][N:20]=[C:19]([NH:23][C:24](=O)[O:25]CC(Cl)(Cl)Cl)[CH:18]=2)=[CH:4][C:3]=1[CH3:32].[NH2:33][CH2:34][CH2:35][C:36]#[N:37].C(N(C(C)C)C(C)C)C.C(=O)([O-])O.[Na+]. Product: [C:34]([CH2:35][CH2:36][NH:37][C:24]([NH:23][C:19]1[CH:18]=[C:17]([C:16]2[N:11]3[N:12]=[CH:13][CH:14]=[CH:15][C:10]3=[N:9][C:8]=2[C:5]2[CH:6]=[CH:7][C:2]([F:1])=[C:3]([CH3:32])[CH:4]=2)[CH:22]=[CH:21][N:20]=1)=[O:25])#[N:33]. The catalyst class is: 16. (2) Reactant: [CH:1]1([C:4]2[N:8]([CH:9]3[CH2:14][CH2:13][NH:12][CH2:11][CH2:10]3)[N:7]=[CH:6][C:5]=2[C:15]([O:17][CH3:18])=[O:16])[CH2:3][CH2:2]1.C(N(CC)CC)C.[C:26]1([CH3:32])[CH:31]=[CH:30]C=CC=1.[N-:33]=[C:34]=[O:35]. Product: [CH:1]1([C:4]2[N:8]([CH:9]3[CH2:10][CH2:11][N:12]([C:34](=[O:35])[NH:33][C:31]4([CH3:30])[CH2:26][CH2:32]4)[CH2:13][CH2:14]3)[N:7]=[CH:6][C:5]=2[C:15]([O:17][CH3:18])=[O:16])[CH2:2][CH2:3]1. The catalyst class is: 7. (3) Reactant: [OH:1][C:2]1[CH:7]=[CH:6][C:5]([O:8][CH3:9])=[CH:4][C:3]=1[C:10](=[O:12])[CH3:11].[CH3:13][C@@H:14]1[CH2:18][CH2:17][N:16]([C@@H:19]([CH3:30])[CH2:20][O:21][C:22]2[CH:29]=[CH:28][C:25]([CH:26]=O)=[CH:24][CH:23]=2)[CH2:15]1.N1CCCC1. Product: [CH3:9][O:8][C:5]1[CH:4]=[C:3]2[C:2](=[CH:7][CH:6]=1)[O:1][CH:26]([C:25]1[CH:28]=[CH:29][C:22]([O:21][CH2:20][C@@H:19]([N:16]3[CH2:17][CH2:18][C@@H:14]([CH3:13])[CH2:15]3)[CH3:30])=[CH:23][CH:24]=1)[CH2:11][C:10]2=[O:12]. The catalyst class is: 5.